Dataset: NCI-60 drug combinations with 297,098 pairs across 59 cell lines. Task: Regression. Given two drug SMILES strings and cell line genomic features, predict the synergy score measuring deviation from expected non-interaction effect. Drug 1: CC(CN1CC(=O)NC(=O)C1)N2CC(=O)NC(=O)C2. Drug 2: CC1CCC2CC(C(=CC=CC=CC(CC(C(=O)C(C(C(=CC(C(=O)CC(OC(=O)C3CCCCN3C(=O)C(=O)C1(O2)O)C(C)CC4CCC(C(C4)OC)O)C)C)O)OC)C)C)C)OC. Cell line: TK-10. Synergy scores: CSS=23.2, Synergy_ZIP=-10.5, Synergy_Bliss=-3.34, Synergy_Loewe=-0.935, Synergy_HSA=0.812.